From a dataset of Peptide-MHC class II binding affinity with 134,281 pairs from IEDB. Regression. Given a peptide amino acid sequence and an MHC pseudo amino acid sequence, predict their binding affinity value. This is MHC class II binding data. (1) The peptide sequence is TASWFTALTQHGKEE. The MHC is DRB1_1101 with pseudo-sequence DRB1_1101. The binding affinity (normalized) is 0.549. (2) The peptide sequence is EVFCQTIKLDSEEYH. The MHC is DRB1_1302 with pseudo-sequence DRB1_1302. The binding affinity (normalized) is 0.0864. (3) The peptide sequence is ILPNTLVLDFCDDAL. The MHC is DRB1_1101 with pseudo-sequence DRB1_1101. The binding affinity (normalized) is 0.161. (4) The peptide sequence is YQGVQQKWDATATEL. The MHC is HLA-DQA10501-DQB10301 with pseudo-sequence HLA-DQA10501-DQB10301. The binding affinity (normalized) is 0.116.